This data is from Catalyst prediction with 721,799 reactions and 888 catalyst types from USPTO. The task is: Predict which catalyst facilitates the given reaction. (1) Product: [Br:26][CH2:2][CH:1]([C:3]1[CH:4]=[CH:5][C:6]2[C:15]3[CH:14]=[C:13]4[CH2:16][CH2:17][CH2:18][C:19](=[O:20])[C:12]4=[CH:11][C:10]=3[O:9][CH2:8][C:7]=2[CH:21]=1)[OH:34]. The catalyst class is: 4. Reactant: [CH:1]([C:3]1[CH:4]=[CH:5][C:6]2[C:15]3[CH:14]=[C:13]4[CH2:16][CH2:17][CH2:18][C:19](=[O:20])[C:12]4=[CH:11][C:10]=3[O:9][CH2:8][C:7]=2[CH:21]=1)=[CH2:2].CS(C)=O.[Br:26]N1C(=O)CCC1=O.[OH2:34]. (2) Reactant: C[O:2][C:3]([C:5]1[CH:6]=[C:7]2[C:11](=[CH:12][CH:13]=1)[CH2:10][C@@H:9]([NH:14][S:15]([CH:18]([CH3:20])[CH3:19])(=[O:17])=[O:16])[CH2:8]2)=O.[H-].[Al+3].[Li+].[H-].[H-].[H-]. Product: [OH:2][CH2:3][C:5]1[CH:6]=[C:7]2[C:11](=[CH:12][CH:13]=1)[CH2:10][C@@H:9]([NH:14][S:15]([CH:18]([CH3:20])[CH3:19])(=[O:17])=[O:16])[CH2:8]2. The catalyst class is: 1.